This data is from Catalyst prediction with 721,799 reactions and 888 catalyst types from USPTO. The task is: Predict which catalyst facilitates the given reaction. (1) Reactant: [N+:1]([C:4]1[CH:5]=[C:6]([NH2:11])[C:7]([NH2:10])=[CH:8][CH:9]=1)([O-:3])=[O:2].[CH3:12][O:13][CH2:14][C:15](O)=O.Cl. Product: [CH3:12][O:13][CH2:14][C:15]1[NH:11][C:6]2[CH:5]=[C:4]([N+:1]([O-:3])=[O:2])[CH:9]=[CH:8][C:7]=2[N:10]=1. The catalyst class is: 74. (2) Reactant: Cl.Br[CH2:3][C:4]1[CH:9]=[CH:8][N:7]=[CH:6][CH:5]=1.C(=O)([O-])[O-].[K+].[K+].[Br:16][C:17]1[CH:22]=[CH:21][C:20]([SH:23])=[CH:19][CH:18]=1.C(OCC)(=O)C. Product: [Br:16][C:17]1[CH:22]=[CH:21][C:20]([S:23][CH2:3][C:4]2[CH:9]=[CH:8][N:7]=[CH:6][CH:5]=2)=[CH:19][CH:18]=1. The catalyst class is: 20. (3) Reactant: C(NC(C)C)(C)C.[Li]CCCC.[Cl:13][C:14]1[CH:19]=[C:18]([F:20])[CH:17]=[C:16]([Cl:21])[C:15]=1[O:22][CH2:23][CH3:24].[Li+].CC([N-]C(C)C)C.[C:33](=[O:35])=[O:34]. Product: [Cl:13][C:14]1[C:15]([O:22][CH2:23][CH3:24])=[C:16]([Cl:21])[CH:17]=[C:18]([F:20])[C:19]=1[C:33]([OH:35])=[O:34]. The catalyst class is: 1. (4) Reactant: O1[C:5]2([CH2:15][CH2:14][C:8]3([CH2:12][C:11](=[O:13])[NH:10][CH2:9]3)[CH2:7][CH2:6]2)[O:4]CC1.O.C1(C)C=CC(S([O-])(=O)=O)=CC=1.[NH+]1C=CC=CC=1. Product: [CH2:9]1[C:8]2([CH2:7][CH2:6][C:5](=[O:4])[CH2:15][CH2:14]2)[CH2:12][C:11](=[O:13])[NH:10]1. The catalyst class is: 21. (5) Reactant: C(N(CC)CC)C.[C:8]([C:12]1[CH:13]=[C:14]([NH:30][S:31]([CH3:34])(=[O:33])=[O:32])[C:15]([O:28][CH3:29])=[C:16]([NH:18][C:19](=O)[O:20]C2C=CC=CC=2)[CH:17]=1)([CH3:11])([CH3:10])[CH3:9].[NH2:35][C:36]1[C:45]2[C:40](=[CH:41][CH:42]=[CH:43][CH:44]=2)[C:39]([O:46][C:47]2[CH:52]=[CH:51][N:50]=[C:49]([NH:53][C:54]3[CH:59]=[CH:58][C:57]([S:60]([N:63]([CH3:73])[CH2:64][CH2:65][CH2:66][N:67]4[CH2:72][CH2:71][O:70][CH2:69][CH2:68]4)(=[O:62])=[O:61])=[C:56]([O:74][CH3:75])[CH:55]=3)[CH:48]=2)=[CH:38][CH:37]=1. Product: [C:8]([C:12]1[CH:13]=[C:14]([NH:30][S:31]([CH3:34])(=[O:33])=[O:32])[C:15]([O:28][CH3:29])=[C:16]([NH:18][C:19](=[O:20])[NH:35][C:36]2[C:45]3[C:40](=[CH:41][CH:42]=[CH:43][CH:44]=3)[C:39]([O:46][C:47]3[CH:52]=[CH:51][N:50]=[C:49]([NH:53][C:54]4[CH:59]=[CH:58][C:57]([S:60]([N:63]([CH3:73])[CH2:64][CH2:65][CH2:66][N:67]5[CH2:72][CH2:71][O:70][CH2:69][CH2:68]5)(=[O:62])=[O:61])=[C:56]([O:74][CH3:75])[CH:55]=4)[CH:48]=3)=[CH:38][CH:37]=2)[CH:17]=1)([CH3:11])([CH3:9])[CH3:10]. The catalyst class is: 480. (6) Reactant: [CH3:1][O:2][C:3](=[O:31])[C@@H:4]([NH:23][C:24]([O:26][C:27]([CH3:30])([CH3:29])[CH3:28])=[O:25])[CH2:5][C:6]1[CH:22]=[CH:21][C:9]2[O:10][C@@H:11]([C:14]3[CH:19]=[CH:18][C:17]([OH:20])=[CH:16][CH:15]=3)[CH2:12][O:13][C:8]=2[CH:7]=1.N1C=CC=CC=1.[C:38](OC(=O)C)(=[O:40])[CH3:39]. Product: [CH3:1][O:2][C:3](=[O:31])[C@@H:4]([NH:23][C:24]([O:26][C:27]([CH3:28])([CH3:30])[CH3:29])=[O:25])[CH2:5][C:6]1[CH:22]=[CH:21][C:9]2[O:10][C@@H:11]([C:14]3[CH:19]=[CH:18][C:17]([O:20][C:38](=[O:40])[CH3:39])=[CH:16][CH:15]=3)[CH2:12][O:13][C:8]=2[CH:7]=1. The catalyst class is: 2.